From a dataset of Forward reaction prediction with 1.9M reactions from USPTO patents (1976-2016). Predict the product of the given reaction. (1) The product is: [F:7][C:8]1([F:18])[CH2:12][CH2:11][CH:10]([CH2:13][OH:14])[CH2:9]1. Given the reactants [H-].[Al+3].[Li+].[H-].[H-].[H-].[F:7][C:8]1([F:18])[CH2:12][CH2:11][CH:10]([C:13](OCC)=[O:14])[CH2:9]1, predict the reaction product. (2) Given the reactants [CH:1]1[C:11]2[CH2:10][C:9]3([CH2:15][CH2:14][CH:13]([N:16]4[CH2:21][CH:20]5[C:18]([C:22]([O:24]CC)=[O:23])([CH2:19]5)[CH2:17]4)[CH2:12]3)[C:8]3[CH:27]=[CH:28][CH:29]=[CH:30][C:7]=3[CH2:6][C:5]=2[CH:4]=[CH:3][CH:2]=1.[OH-].[K+], predict the reaction product. The product is: [CH:1]1[C:11]2[CH2:10][C:9]3([CH2:15][CH2:14][CH:13]([N:16]4[CH2:21][CH:20]5[C:18]([C:22]([OH:24])=[O:23])([CH2:19]5)[CH2:17]4)[CH2:12]3)[C:8]3[CH:27]=[CH:28][CH:29]=[CH:30][C:7]=3[CH2:6][C:5]=2[CH:4]=[CH:3][CH:2]=1. (3) Given the reactants FC(F)(F)C(O)=O.[Br:8][C:9]1[CH:14]=[C:13]2[NH:15][C:16](=[O:38])[C:17]3([CH:21]([C:22]4[CH:27]=[CH:26][CH:25]=[C:24]([Cl:28])[C:23]=4[F:29])[CH:20]([C:30](O)=[O:31])[NH:19][CH:18]3[CH2:33][C:34]([CH3:37])([CH3:36])[CH3:35])[C:12]2=[CH:11][CH:10]=1.C(N(C(C)C)CC)(C)C.C1(P(Cl)(C2C=CC=CC=2)=O)C=CC=CC=1.[NH2:63][C:64]1[CH:71]=[CH:70][C:67]([C:68]#[N:69])=[CH:66][C:65]=1[O:72][CH3:73], predict the reaction product. The product is: [C:68]([C:67]1[CH:70]=[CH:71][C:64]([NH:63][C:30]([CH:20]2[NH:19][CH:18]([CH2:33][C:34]([CH3:37])([CH3:35])[CH3:36])[C:17]3([C:12]4[C:13](=[CH:14][C:9]([Br:8])=[CH:10][CH:11]=4)[NH:15][C:16]3=[O:38])[CH:21]2[C:22]2[CH:27]=[CH:26][CH:25]=[C:24]([Cl:28])[C:23]=2[F:29])=[O:31])=[C:65]([O:72][CH3:73])[CH:66]=1)#[N:69]. (4) Given the reactants [F:1][C:2]1[C:3](=O)[NH:4][C:5]2[C:10]([CH:11]=1)=[CH:9][CH:8]=[C:7]([O:12][CH3:13])[CH:6]=2.O=P(Cl)(Cl)[Cl:17], predict the reaction product. The product is: [Cl:17][C:3]1[C:2]([F:1])=[CH:11][C:10]2[C:5](=[CH:6][C:7]([O:12][CH3:13])=[CH:8][CH:9]=2)[N:4]=1.